Dataset: Ames mutagenicity test results for genotoxicity prediction. Task: Regression/Classification. Given a drug SMILES string, predict its toxicity properties. Task type varies by dataset: regression for continuous values (e.g., LD50, hERG inhibition percentage) or binary classification for toxic/non-toxic outcomes (e.g., AMES mutagenicity, cardiotoxicity, hepatotoxicity). Dataset: ames. The drug is c1cc2ccc3ccc4ccc5ccc6ccc1c1c2c3c4c5c61. The result is 1 (mutagenic).